This data is from Catalyst prediction with 721,799 reactions and 888 catalyst types from USPTO. The task is: Predict which catalyst facilitates the given reaction. Reactant: Br[C:2]1[NH:3][C:4]2[C:9]([CH:10]=1)=[CH:8][C:7]([C:11]1[N:12]([CH3:20])[N:13]=[C:14]([C:16]([F:19])([F:18])[F:17])[CH:15]=1)=[CH:6][CH:5]=2.[Cl:21][C:22]1[C:27]([Cl:28])=[CH:26][CH:25]=[CH:24][C:23]=1B(O)O. Product: [Cl:21][C:22]1[C:27]([Cl:28])=[CH:26][CH:25]=[CH:24][C:23]=1[C:2]1[NH:3][C:4]2[C:9]([CH:10]=1)=[CH:8][C:7]([C:11]1[N:12]([CH3:20])[N:13]=[C:14]([C:16]([F:19])([F:18])[F:17])[CH:15]=1)=[CH:6][CH:5]=2. The catalyst class is: 12.